From a dataset of Full USPTO retrosynthesis dataset with 1.9M reactions from patents (1976-2016). Predict the reactants needed to synthesize the given product. (1) Given the product [Br:8][C:5]1[CH:6]=[CH:7][C:2]([C:2]2[CH:7]=[CH:6][C:5]([Br:8])=[CH:4][N:3]=2)=[N:3][CH:4]=1, predict the reactants needed to synthesize it. The reactants are: Br[C:2]1[CH:7]=[CH:6][C:5]([Br:8])=[CH:4][N:3]=1. (2) Given the product [CH3:31][O:30][C:28](=[O:29])[C:27]1[CH:32]=[CH:33][CH:34]=[C:25]([NH:24][C:20]([C:14]2[C:15](=[O:19])[NH:16][C:17]3[C:12]([CH:13]=2)=[CH:11][N:10]=[C:9]([NH:8][CH2:7][CH:5]2[CH2:4][O:3][C:2]([CH3:1])([CH3:23])[O:6]2)[CH:18]=3)=[O:22])[CH:26]=1, predict the reactants needed to synthesize it. The reactants are: [CH3:1][C:2]1([CH3:23])[O:6][CH:5]([CH2:7][NH:8][C:9]2[CH:18]=[C:17]3[C:12]([CH:13]=[C:14]([C:20]([OH:22])=O)[C:15](=[O:19])[NH:16]3)=[CH:11][N:10]=2)[CH2:4][O:3]1.[NH2:24][C:25]1[CH:26]=[C:27]([CH:32]=[CH:33][CH:34]=1)[C:28]([O:30][CH3:31])=[O:29].CN(C(ON1N=NC2C=CC=NC1=2)=[N+](C)C)C.F[P-](F)(F)(F)(F)F.CCN(C(C)C)C(C)C.